The task is: Regression. Given a target protein amino acid sequence and a drug SMILES string, predict the binding affinity score between them. We predict pIC50 (pIC50 = -log10(IC50 in M); higher means more potent). Dataset: bindingdb_ic50.. This data is from Drug-target binding data from BindingDB using IC50 measurements. (1) The small molecule is COc1cc(C)c2c(c1C=O)Oc1c(c(C)c(O)c3c1C(O)OC3=O)OC2=O. The target protein sequence is MSQFNQNNKQIDVMGIRKILPHRYPFALLDKIVDWSVEDRTIVAQKNVTINEDFFNGHFPDFPVMPGVLIVEAMAQATAILGELMAETLFAHVVEKAGGGRRTFMLAGIDKVRVKRPVVPGDVLVIESRMVKQKNIICTAESVAKVDGQIVCSAELMAAYKDY. The pIC50 is 4.6. (2) The compound is CC(C)(C)[C@H]1CC[C@]2(CC1)N=C(c1cccc(Cl)c1)C(=O)N2Cc1ccc(C(=O)NCCC(=O)O)cc1. The target protein (Q61606) has sequence MPLTQLHCPHLLLLLLVLSCLPEAPSAQVMDFLFEKWKLYSDQCHHNLSLLPPPTELVCNRTFDKYSCWPDTPPNTTANISCPWYLPWYHKVQHRLVFKRCGPDGQWVRGPRGQPWRNASQCQLDDEEIEVQKGVAKMYSSQQVMYTVGYSLSLGALLLALVILLGLRKLHCTRNYIHGNLFASFVLKAGSVLVIDWLLKTRYSQKIGDDLSVSVWLSDGAMAGCRVATVIMQYGIIANYCWLLVEGVYLYSLLSLATFSERSFFSLYLGIGWGAPLLFVIPWVVVKCLFENVQCWTSNDNMGFWWILRIPVFLALLINFFIFVHIIHLLVAKLRAHQMHYADYKFRLARSTLTLIPLLGVHEVVFAFVTDEHAQGTLRSTKLFFDLFLSSFQGLLVAVLYCFLNKEVQAELMRRWRQWQEGKALQEERLASSHGSHMAPAGPCHGDPCEKLQLMSAGSSSGTGCVPSMETSLASSLPRLADSPT. The pIC50 is 5.0.